Predict the reactants needed to synthesize the given product. From a dataset of Full USPTO retrosynthesis dataset with 1.9M reactions from patents (1976-2016). (1) Given the product [CH3:1][C:2]1[C:11]2[C:6](=[CH:7][CH:8]=[CH:9][CH:10]=2)[N+:5]([O-:25])=[C:4]2[CH2:12][CH2:13][CH2:14][CH2:15][CH2:16][C:3]=12, predict the reactants needed to synthesize it. The reactants are: [CH3:1][C:2]1[C:11]2[C:6](=[CH:7][CH:8]=[CH:9][CH:10]=2)[N:5]=[C:4]2[CH2:12][CH2:13][CH2:14][CH2:15][CH2:16][C:3]=12.ClC1C=CC=C(C(OO)=[O:25])C=1. (2) Given the product [Cl:54][C:55]1[CH:56]=[CH:57][C:58]([O:67][CH:68]([F:70])[F:69])=[C:59]([C:61]2[C:62]([NH:66][C:18]([C:17]3[C:9]([NH:8][C:6](=[O:7])[O:5][C:1]([CH3:2])([CH3:3])[CH3:4])=[N:10][N:11]4[CH:16]=[CH:15][CH:14]=[N:13][C:12]=34)=[O:20])=[CH:63][NH:64][N:65]=2)[CH:60]=1, predict the reactants needed to synthesize it. The reactants are: [C:1]([O:5][C:6]([NH:8][C:9]1[C:17]([C:18]([OH:20])=O)=[C:12]2[N:13]=[CH:14][CH:15]=[CH:16][N:11]2[N:10]=1)=[O:7])([CH3:4])([CH3:3])[CH3:2].CCN(C(C)C)C(C)C.CN(C(ON1N=NC2C=CC=NC1=2)=[N+](C)C)C.F[P-](F)(F)(F)(F)F.[Cl:54][C:55]1[CH:56]=[CH:57][C:58]([O:67][CH:68]([F:70])[F:69])=[C:59]([C:61]2[NH:65][N:64]=[CH:63][C:62]=2[NH2:66])[CH:60]=1. (3) Given the product [CH:1]1([N:4]2[C:8]3[C:9]([O:22][C@@H:23]([C@H:25]4[CH2:29][NH:28][C:27](=[O:30])[CH2:26]4)[CH3:24])=[CH:10][C:11]([C:32]4[S:36][C:35]([C:37]([OH:40])([CH3:39])[CH3:38])=[N:34][CH:33]=4)=[CH:12][C:7]=3[N:6]=[CH:5]2)[CH2:3][CH2:2]1, predict the reactants needed to synthesize it. The reactants are: [CH:1]1([N:4]2[C:8]3[C:9]([O:22][C@@H:23]([C@H:25]4[CH2:29][NH:28][C:27](=[O:30])[CH2:26]4)[CH3:24])=[CH:10][C:11](B4OC(C)(C)C(C)(C)O4)=[CH:12][C:7]=3[N:6]=[CH:5]2)[CH2:3][CH2:2]1.Br[C:32]1[S:36][C:35]([C:37]([OH:40])([CH3:39])[CH3:38])=[N:34][CH:33]=1.C([O-])([O-])=O.[Na+].[Na+].N#N. (4) Given the product [CH3:13][C:14]([CH3:20])([CH2:17][C:18]#[C:19][C:2]1[CH:7]=[CH:6][C:5]([O:8][C:9]([F:12])([F:11])[F:10])=[CH:4][CH:3]=1)[CH2:15][OH:16], predict the reactants needed to synthesize it. The reactants are: I[C:2]1[CH:7]=[CH:6][C:5]([O:8][C:9]([F:12])([F:11])[F:10])=[CH:4][CH:3]=1.[CH3:13][C:14]([CH3:20])([CH2:17][C:18]#[CH:19])[CH2:15][OH:16]. (5) Given the product [C:10]1([C:2]2[CH:9]=[CH:8][C:5]([CH:6]=[O:7])=[CH:4][N:3]=2)[CH:15]=[CH:14][CH:13]=[CH:12][CH:11]=1, predict the reactants needed to synthesize it. The reactants are: Br[C:2]1[CH:9]=[CH:8][C:5]([CH:6]=[O:7])=[CH:4][N:3]=1.[C:10]1(B(O)O)[CH:15]=[CH:14][CH:13]=[CH:12][CH:11]=1. (6) The reactants are: [O:1]1[CH:5]=[CH:4][CH:3]=[CH:2]1.Cl[C:7]1[C:8]2[CH:18]=[CH:17][S:16][C:9]=2[NH:10][C:11](=[O:15])[C:12]=1[C:13]#[N:14].[O:19]1C=CC=[C:20]1[N:24]1[CH2:29][CH2:28][NH:27][CH2:26][CH2:25]1. Given the product [O:1]1[CH:5]=[CH:4][CH:3]=[C:2]1[C:20]([N:24]1[CH2:29][CH2:28][N:27]([C:7]2[C:8]3[CH:18]=[CH:17][S:16][C:9]=3[NH:10][C:11](=[O:15])[C:12]=2[C:13]#[N:14])[CH2:26][CH2:25]1)=[O:19], predict the reactants needed to synthesize it. (7) Given the product [F:17][C:2]([F:1])([F:16])[C:3]1[CH:4]=[CH:5][C:6]([N:9]2[CH2:14][CH2:13][CH:12]([O:15][C:21]3[N:26]=[CH:25][C:24]([S:27]([NH:30][CH:31]4[CH2:36][CH2:35][N:34]([C:37]([O:39][C:40]([CH3:43])([CH3:42])[CH3:41])=[O:38])[CH2:33][CH2:32]4)(=[O:28])=[O:29])=[CH:23][CH:22]=3)[CH2:11][CH2:10]2)=[CH:7][CH:8]=1, predict the reactants needed to synthesize it. The reactants are: [F:1][C:2]([F:17])([F:16])[C:3]1[CH:8]=[CH:7][C:6]([N:9]2[CH2:14][CH2:13][CH:12]([OH:15])[CH2:11][CH2:10]2)=[CH:5][CH:4]=1.[H-].[Na+].Cl[C:21]1[N:26]=[CH:25][C:24]([S:27]([NH:30][CH:31]2[CH2:36][CH2:35][N:34]([C:37]([O:39][C:40]([CH3:43])([CH3:42])[CH3:41])=[O:38])[CH2:33][CH2:32]2)(=[O:29])=[O:28])=[CH:23][CH:22]=1. (8) Given the product [Cl:10][CH2:11][CH2:12][CH2:13][CH2:14][C:15]([C:8]1[CH:7]=[CH:6][C:5]2[O:1][CH2:2][CH2:3][C:4]=2[CH:9]=1)=[O:16], predict the reactants needed to synthesize it. The reactants are: [O:1]1[C:5]2[CH:6]=[CH:7][CH:8]=[CH:9][C:4]=2[CH2:3][CH2:2]1.[Cl:10][CH2:11][CH2:12][CH2:13][CH2:14][C:15](Cl)=[O:16]. (9) Given the product [CH3:20][Si:19]([CH3:22])([CH3:21])[CH2:18][CH2:17][O:16][CH2:15][N:12]1[C:8]2[N:9]=[CH:10][N:11]=[C:6]([C:4]3[CH:5]=[N:1][N:2]([CH:25]4[CH2:26][CH2:27][CH2:28][C:23](=[O:29])[CH2:24]4)[CH:3]=3)[C:7]=2[CH:14]=[CH:13]1, predict the reactants needed to synthesize it. The reactants are: [NH:1]1[CH:5]=[C:4]([C:6]2[C:7]3[CH:14]=[CH:13][N:12]([CH2:15][O:16][CH2:17][CH2:18][Si:19]([CH3:22])([CH3:21])[CH3:20])[C:8]=3[N:9]=[CH:10][N:11]=2)[CH:3]=[N:2]1.[C:23]1(=[O:29])[CH2:28][CH2:27][CH2:26][CH:25]=[CH:24]1.C1CCN2C(=NCCC2)CC1.